Dataset: Reaction yield outcomes from USPTO patents with 853,638 reactions. Task: Predict the reaction yield, written as a fraction of the theoretical maximum amount of product (1.0 means a 100% yield; for example, 0.34 means a 34% yield). (1) The reactants are [O:1]=[C:2]1[CH2:7][CH2:6][C:5]([C:10]2[CH:11]=[N:12][CH:13]=[CH:14][CH:15]=2)([C:8]#[N:9])[CH2:4][CH2:3]1.[CH2:16](O)[CH2:17][OH:18].CC1C=CC(S(O)(=O)=O)=CC=1.O. The catalyst is C1(C)C=CC=CC=1. The product is [N:12]1[CH:13]=[CH:14][CH:15]=[C:10]([C:5]2([C:8]#[N:9])[CH2:4][CH2:3][C:2]3([O:18][CH2:17][CH2:16][O:1]3)[CH2:7][CH2:6]2)[CH:11]=1. The yield is 0.930. (2) The reactants are C([O:5][C:6]([C:8]1[S:24][C:11]2=[CH:12][CH:13]=[C:14]3[C:19]([N:18]=[C:17]([S:20]([CH3:23])(=[O:22])=[O:21])[N:16]=[CH:15]3)=[C:10]2[CH:9]=1)=[O:7])(C)(C)C.C(O)(C(F)(F)F)=O.C(Cl)Cl.O. No catalyst specified. The product is [CH3:23][S:20]([C:17]1[N:16]=[CH:15][C:14]2[C:19](=[C:10]3[CH:9]=[C:8]([C:6]([OH:7])=[O:5])[S:24][C:11]3=[CH:12][CH:13]=2)[N:18]=1)(=[O:21])=[O:22]. The yield is 0.990. (3) The reactants are [CH2:1]([C:5]([CH2:10][C:11]1[CH:16]=[CH:15][C:14]([OH:17])=[CH:13][CH:12]=1)([C:8]#[N:9])[C:6]#[N:7])[CH2:2][CH:3]=[CH2:4].[H-].[Na+].[H][H].[F:22][C:23]([F:28])(I)[CH:24]([F:26])[F:25].[Cl-].[NH4+]. The catalyst is CN(C)C=O. The product is [CH2:1]([C:5]([CH2:10][C:11]1[CH:16]=[CH:15][C:14]([O:17][C:24]([F:26])([F:25])[CH:23]([F:28])[F:22])=[CH:13][CH:12]=1)([C:8]#[N:9])[C:6]#[N:7])[CH2:2][CH:3]=[CH2:4]. The yield is 0.140. (4) The yield is 0.910. The product is [I:1][CH2:4][CH2:5][CH2:6][CH2:7][CH2:8][CH2:9][CH2:10][CH2:11][O:12][CH2:13][CH2:14][O:15][CH2:16][CH2:17][O:18][CH3:19]. The reactants are [I-:1].[Na+].Br[CH2:4][CH2:5][CH2:6][CH2:7][CH2:8][CH2:9][CH2:10][CH2:11][O:12][CH2:13][CH2:14][O:15][CH2:16][CH2:17][O:18][CH3:19]. The catalyst is CC(C)=O. (5) The reactants are [NH:1]1[C:9]2[C:4](=[CH:5][C:6]([C:10]#[N:11])=[CH:7][CH:8]=2)[CH:3]=[CH:2]1.C([O-])([O-])=O.[Cs+].[Cs+].Cl[CH2:19][C:20]1[N:24]=[C:23]([C:25]2[CH:30]=[CH:29][CH:28]=[C:27]([C:31]([F:34])([F:33])[F:32])[CH:26]=2)[O:22][N:21]=1. The catalyst is CN(C=O)C. The yield is 0.780. The product is [F:33][C:31]([F:32])([F:34])[C:27]1[CH:26]=[C:25]([C:23]2[O:22][N:21]=[C:20]([CH2:19][N:1]3[C:9]4[C:4](=[CH:5][C:6]([C:10]#[N:11])=[CH:7][CH:8]=4)[CH:3]=[CH:2]3)[N:24]=2)[CH:30]=[CH:29][CH:28]=1. (6) The reactants are N1C=CN=C1.[CH3:6][S:7]([C:10]1[CH:15]=[CH:14][C:13]([OH:16])=[CH:12][CH:11]=1)(=[O:9])=[O:8].[C:17]([Si:21]([CH3:24])([CH3:23])Cl)([CH3:20])([CH3:19])[CH3:18]. The catalyst is CN(C)C=O.[Cl-].[Na+].O. The product is [C:17]([Si:21]([O:16][C:13]1[CH:14]=[CH:15][C:10]([S:7]([CH3:6])(=[O:8])=[O:9])=[CH:11][CH:12]=1)([CH3:24])[CH3:23])([CH3:20])([CH3:19])[CH3:18]. The yield is 0.960. (7) The reactants are [C:1]([N:20]1[CH:24]=[C:23]([CH2:25][CH2:26][C:27]([OH:29])=[O:28])[N:22]=[CH:21]1)([C:14]1[CH:19]=[CH:18][CH:17]=[CH:16][CH:15]=1)([C:8]1[CH:13]=[CH:12][CH:11]=[CH:10][CH:9]=1)[C:2]1[CH:7]=[CH:6][CH:5]=[CH:4][CH:3]=1.O[N:31]1[C:35](=[O:36])[CH2:34][CH2:33][C:32]1=[O:37].C1(N=C=NC2CCCCC2)CCCCC1. The catalyst is C(Cl)Cl. The product is [O:37]=[C:32]1[CH2:33][CH2:34][C:35](=[O:36])[N:31]1[O:28][C:27](=[O:29])[CH2:26][CH2:25][C:23]1[N:22]=[CH:21][N:20]([C:1]([C:2]2[CH:7]=[CH:6][CH:5]=[CH:4][CH:3]=2)([C:14]2[CH:19]=[CH:18][CH:17]=[CH:16][CH:15]=2)[C:8]2[CH:13]=[CH:12][CH:11]=[CH:10][CH:9]=2)[CH:24]=1. The yield is 0.750. (8) The reactants are [C:1]([Si:5]([CH3:8])([CH3:7])Cl)([CH3:4])([CH3:3])[CH3:2].[F:9][C:10]1[CH:15]=[CH:14][CH:13]=[CH:12][C:11]=1[OH:16].N1C=CN=C1. The catalyst is CN(C=O)C. The product is [C:1]([Si:5]([O:16][C:11]1[CH:12]=[CH:13][CH:14]=[CH:15][C:10]=1[F:9])([CH3:8])[CH3:7])([CH3:4])([CH3:3])[CH3:2]. The yield is 1.00. (9) The reactants are ClC1C=C([C:9]2[N:13]3[C:14]4[N:22]=[C:21]([O:23][CH3:24])[CH:20]=[CH:19][C:15]=4[N:16]=[C:17]([CH3:18])[C:12]3=[C:11]([CH3:25])[N:10]=2)C=C(Cl)C=1.[F:26][C:27]1[CH:32]=[C:31]([CH3:33])[CH:30]=[CH:29][C:28]=1B(O)O. No catalyst specified. The product is [F:26][C:27]1[CH:32]=[C:31]([CH3:33])[CH:30]=[CH:29][C:28]=1[C:9]1[N:13]2[C:14]3[N:22]=[C:21]([O:23][CH3:24])[CH:20]=[CH:19][C:15]=3[N:16]=[C:17]([CH3:18])[C:12]2=[C:11]([CH3:25])[N:10]=1. The yield is 0.680.